From a dataset of hERG potassium channel inhibition data for cardiac toxicity prediction from Karim et al.. Regression/Classification. Given a drug SMILES string, predict its toxicity properties. Task type varies by dataset: regression for continuous values (e.g., LD50, hERG inhibition percentage) or binary classification for toxic/non-toxic outcomes (e.g., AMES mutagenicity, cardiotoxicity, hepatotoxicity). Dataset: herg_karim. (1) The drug is CNCC(=O)N1CCC(n2nc(C)c(Nc3ncc(Cl)c(-c4cnn5ccccc45)n3)c2C)CC1. The result is 0 (non-blocker). (2) The compound is O=c1[nH]ccc2nc(-c3ccc(CN4CCC(c5nnc(-c6ncccn6)[nH]5)CC4)cc3)c(-c3ccccc3)cc12. The result is 0 (non-blocker).